Task: Predict the reactants needed to synthesize the given product.. Dataset: Full USPTO retrosynthesis dataset with 1.9M reactions from patents (1976-2016) Given the product [CH:2]1([CH2:5][O:6][C:7]2[CH:12]=[C:11]([F:13])[CH:10]=[CH:9][C:8]=2[C:14]2[C:15]3[NH:22][C:21]([CH3:23])=[C:20]([C:24]([NH:26][C@H:27]4[CH2:32][CH2:31][N:30]([C:38](=[O:37])[CH2:39][OH:40])[CH2:29][C@@H:28]4[OH:33])=[O:25])[C:16]=3[N:17]=[CH:18][N:19]=2)[CH2:4][CH2:3]1, predict the reactants needed to synthesize it. The reactants are: Cl.[CH:2]1([CH2:5][O:6][C:7]2[CH:12]=[C:11]([F:13])[CH:10]=[CH:9][C:8]=2[C:14]2[C:15]3[NH:22][C:21]([CH3:23])=[C:20]([C:24]([NH:26][C@H:27]4[CH2:32][CH2:31][NH:30][CH2:29][C@H:28]4[OH:33])=[O:25])[C:16]=3[N:17]=[CH:18][N:19]=2)[CH2:4][CH2:3]1.C([O:37][CH2:38][C:39](Cl)=[O:40])(=O)C.